The task is: Predict the reactants needed to synthesize the given product.. This data is from Full USPTO retrosynthesis dataset with 1.9M reactions from patents (1976-2016). (1) Given the product [C:28]([O:8][C:9]([N:11]1[CH2:17][CH2:16][CH:15]2[CH:12]1[C:13](=[O:26])[N:14]2[C@@H:18]([C:20]1[CH:25]=[CH:24][CH:23]=[CH:22][CH:21]=1)[CH3:19])=[O:10])([CH3:30])([CH3:29])[CH3:27], predict the reactants needed to synthesize it. The reactants are: C([O:8][C:9]([N:11]1[CH2:17][CH2:16][CH:15]2[CH:12]1[C:13](=[O:26])[N:14]2[C@@H:18]([C:20]1[CH:25]=[CH:24][CH:23]=[CH:22][CH:21]=1)[CH3:19])=[O:10])C1C=CC=CC=1.[CH3:27][C:28](OC(OC(O[C:28]([CH3:30])([CH3:29])[CH3:27])=O)=O)([CH3:30])[CH3:29]. (2) Given the product [CH3:3][C@H:2]1[C@@H:4]([CH2:5][CH2:6][CH2:7][CH2:8][CH2:9][CH2:10][CH2:11][CH2:12][CH2:13][CH2:14][CH2:15][CH2:16][CH2:17][CH2:18][CH3:19])[O:20][C:21](=[O:22])[NH:1]1, predict the reactants needed to synthesize it. The reactants are: [NH2:1][C@H:2]([C@H:4]([OH:20])[CH2:5][CH2:6][CH2:7][CH2:8][CH2:9][CH2:10][CH2:11][CH2:12][CH2:13][CH2:14][CH2:15][CH2:16][CH2:17][CH2:18][CH3:19])[CH3:3].[C:21](N1C=CN=C1)(N1C=CN=C1)=[O:22].C(N(CC)CC)C. (3) Given the product [CH3:20][O:19][N:18]([CH3:17])[C:11](=[O:12])[CH2:10][CH2:9][C:6]1[CH:7]=[CH:8][C:3]([C:2]([F:15])([F:14])[F:1])=[CH:4][CH:5]=1, predict the reactants needed to synthesize it. The reactants are: [F:1][C:2]([F:15])([F:14])[C:3]1[CH:8]=[CH:7][C:6]([CH2:9][CH2:10][C:11](Cl)=[O:12])=[CH:5][CH:4]=1.Cl.[CH3:17][NH:18][O:19][CH3:20].N1C=CC=CC=1. (4) Given the product [C:1]([C:5]1[CH:10]=[C:9]([C:11]([CH3:14])([CH3:13])[CH3:12])[CH:8]=[CH:7][C:6]=1[O:15][CH2:18][O:19][CH3:20])([CH3:4])([CH3:3])[CH3:2], predict the reactants needed to synthesize it. The reactants are: [C:1]([C:5]1[CH:10]=[C:9]([C:11]([CH3:14])([CH3:13])[CH3:12])[CH:8]=[CH:7][C:6]=1[OH:15])([CH3:4])([CH3:3])[CH3:2].[H-].[Na+].[CH3:18][O:19][CH2:20]Cl. (5) Given the product [F:1][C:2]1[CH:11]=[C:10]([NH:12][S:13]([C:16]2[CH:21]=[CH:20][C:19]([C:22]3[CH:27]=[N:26][C:25]([CH2:28][O:29][CH3:30])=[N:24][CH:23]=3)=[CH:18][CH:17]=2)(=[O:15])=[O:14])[C:9]([F:31])=[CH:8][C:3]=1[C:4]([OH:6])=[O:5], predict the reactants needed to synthesize it. The reactants are: [F:1][C:2]1[CH:11]=[C:10]([NH:12][S:13]([C:16]2[CH:21]=[CH:20][C:19]([C:22]3[CH:23]=[N:24][C:25]([CH2:28][O:29][CH3:30])=[N:26][CH:27]=3)=[CH:18][CH:17]=2)(=[O:15])=[O:14])[C:9]([F:31])=[CH:8][C:3]=1[C:4]([O:6]C)=[O:5].[OH-].[Li+].Cl. (6) Given the product [C:37]([NH:36][C:27]1[CH:28]=[CH:29][C:30]([S:31]([CH2:34][CH3:35])(=[O:33])=[O:32])=[C:25]([CH:26]=1)[CH2:24][NH:23][C:11](=[O:13])[CH:10]([NH:9][C:6]1[CH:7]=[N:8][C:3]([C:1]#[N:2])=[CH:4][CH:5]=1)[C:14]1[CH:19]=[CH:18][CH:17]=[C:16]([O:20][CH2:21][CH3:22])[CH:15]=1)(=[O:39])[CH3:38], predict the reactants needed to synthesize it. The reactants are: [C:1]([C:3]1[N:8]=[CH:7][C:6]([NH:9][CH:10]([C:14]2[CH:19]=[CH:18][CH:17]=[C:16]([O:20][CH2:21][CH3:22])[CH:15]=2)[C:11]([OH:13])=O)=[CH:5][CH:4]=1)#[N:2].[NH2:23][CH2:24][C:25]1[CH:26]=[C:27]([NH:36][C:37](=[O:39])[CH3:38])[CH:28]=[CH:29][C:30]=1[S:31]([CH2:34][CH3:35])(=[O:33])=[O:32]. (7) Given the product [CH:1]1([O:5][C:6]2[CH:11]=[CH:10][C:9]([CH2:12][C:13]([OH:15])=[O:14])=[CH:8][C:7]=2[O:17][CH3:18])[CH2:2][CH2:3][CH2:4]1, predict the reactants needed to synthesize it. The reactants are: [CH:1]1([O:5][C:6]2[CH:11]=[CH:10][C:9]([CH2:12][C:13]([O:15]C)=[O:14])=[CH:8][C:7]=2[O:17][CH3:18])[CH2:4][CH2:3][CH2:2]1.[OH-].[Li+].